From a dataset of TCR-epitope binding with 47,182 pairs between 192 epitopes and 23,139 TCRs. Binary Classification. Given a T-cell receptor sequence (or CDR3 region) and an epitope sequence, predict whether binding occurs between them. (1) Result: 1 (the TCR binds to the epitope). The epitope is PKYVKQNTLKLAT. The TCR CDR3 sequence is CASTLDRDGTQYF. (2) The epitope is GTSGSPIINR. The TCR CDR3 sequence is CASSLQGGEQFF. Result: 0 (the TCR does not bind to the epitope). (3) The epitope is IIKDYGKQM. The TCR CDR3 sequence is CSDDGGQEGYGYTF. Result: 1 (the TCR binds to the epitope).